The task is: Predict the reactants needed to synthesize the given product.. This data is from Full USPTO retrosynthesis dataset with 1.9M reactions from patents (1976-2016). (1) Given the product [CH3:4][C@H:2]1[O:3][C:10](=[O:11])[C@H:9]([CH3:7])[O:6][C:1]1=[O:5], predict the reactants needed to synthesize it. The reactants are: [C:1]([OH:6])(=[O:5])[CH:2]([CH3:4])[OH:3].[CH2:7]([CH:9](CCCC)[C:10]([O-])=[O:11])C.[CH2:7]([CH:9](CCCC)[C:10]([O-])=[O:11])C.[Sn+2]. (2) Given the product [CH:11]([C:7]1[CH:8]=[CH:9][CH:10]=[C:4]([CH:1]([CH3:3])[CH3:2])[C:5]=1[N:6]=[N:38][C:27]1[CH:28]=[C:29]([C:31]([CH3:34])([CH3:33])[CH3:32])[CH:30]=[C:25]([C:21]([CH3:24])([CH3:23])[CH3:22])[C:26]=1[OH:35])([CH3:13])[CH3:12], predict the reactants needed to synthesize it. The reactants are: [CH:1]([C:4]1[CH:10]=[CH:9][CH:8]=[C:7]([CH:11]([CH3:13])[CH3:12])[C:5]=1[NH2:6])([CH3:3])[CH3:2].C1([O-])C=CC=CC=1.[C:21]([C:25]1[CH:30]=[C:29]([C:31]([CH3:34])([CH3:33])[CH3:32])[CH:28]=[CH:27][C:26]=1[OH:35])([CH3:24])([CH3:23])[CH3:22].[OH-].[Na+].[N:38]1C=CC=CC=1. (3) Given the product [Cl:1][C:2]1[CH:3]=[CH:4][C:5]([O:15][CH2:16][C:17]2[CH:22]=[CH:21][CH:20]=[C:19]([F:23])[C:18]=2[F:24])=[C:6]([C:8]2[N:25]([C:26]3[CH:27]=[C:28]([CH:32]=[C:33]([Br:35])[CH:34]=3)[C:29]([OH:31])=[O:30])[C:11]([CH3:12])=[CH:10][CH:9]=2)[CH:7]=1, predict the reactants needed to synthesize it. The reactants are: [Cl:1][C:2]1[CH:3]=[CH:4][C:5]([O:15][CH2:16][C:17]2[CH:22]=[CH:21][CH:20]=[C:19]([F:23])[C:18]=2[F:24])=[C:6]([C:8](=O)[CH2:9][CH2:10][C:11](=O)[CH3:12])[CH:7]=1.[NH2:25][C:26]1[CH:27]=[C:28]([CH:32]=[C:33]([Br:35])[CH:34]=1)[C:29]([OH:31])=[O:30].CC1C=CC(S(O)(=O)=O)=CC=1. (4) Given the product [O:34]=[C:29]1[CH2:28][CH2:27][C:26]2[C:31](=[CH:32][CH:33]=[C:24]([NH:23][C:2]3[N:3]=[C:4]([N:11]4[CH2:16][CH2:15][CH:14]([CH2:17][C:18]([O:20][CH2:21][CH2:22][CH2:40][CH3:41])=[O:19])[CH2:13][CH2:12]4)[C:5]4[CH:10]=[CH:9][NH:8][C:6]=4[N:7]=3)[CH:25]=2)[NH:30]1, predict the reactants needed to synthesize it. The reactants are: Cl[C:2]1[N:3]=[C:4]([N:11]2[CH2:16][CH2:15][CH:14]([CH2:17][C:18]([O:20][CH2:21][CH3:22])=[O:19])[CH2:13][CH2:12]2)[C:5]2[CH:10]=[CH:9][NH:8][C:6]=2[N:7]=1.[NH2:23][C:24]1[CH:25]=[C:26]2[C:31](=[CH:32][CH:33]=1)[NH:30][C:29](=[O:34])[CH2:28][CH2:27]2.C[Si](Cl)(C)C.[CH2:40](O)[CH2:41]CC.